Predict the reactants needed to synthesize the given product. From a dataset of Full USPTO retrosynthesis dataset with 1.9M reactions from patents (1976-2016). (1) Given the product [NH2:11][C:7]1[CH:8]=[CH:9][CH:10]=[C:5]([Br:4])[C:6]=1[OH:14], predict the reactants needed to synthesize it. The reactants are: C(O)C.[Br:4][C:5]1[CH:10]=[CH:9][CH:8]=[C:7]([N+:11]([O-])=O)[C:6]=1[OH:14].[Cl-].[NH4+]. (2) Given the product [Cl:20][C:21]1[CH:26]=[CH:25][C:24]([C:8]2[C:7]([N:18]([CH2:17][CH:14]3[CH2:16][CH2:15]3)[CH3:19])=[N:6][CH:5]=[C:4]([CH:9]=2)[C:3]([NH:30][C@@H:31]2[CH2:36][CH2:35][CH2:34][CH2:33][C@H:32]2[OH:37])=[O:12])=[CH:23][CH:22]=1, predict the reactants needed to synthesize it. The reactants are: CO[C:3](=[O:12])[C:4]1[CH:9]=[C:8](Br)[C:7](Cl)=[N:6][CH:5]=1.Cl.[CH:14]1([CH2:17][NH:18][CH3:19])[CH2:16][CH2:15]1.[Cl:20][C:21]1[CH:26]=[CH:25][C:24](B(O)O)=[CH:23][CH:22]=1.[NH2:30][C@@H:31]1[CH2:36][CH2:35][CH2:34][CH2:33][C@H:32]1[OH:37]. (3) Given the product [OH:1][C:2]1[C:3]([C:24]([NH:26][CH2:27][C:28]([OH:30])=[O:29])=[O:25])=[C:4]2[C:9](=[CH:10][CH:11]=1)[N:8]=[C:7]([C:12]1[CH:13]=[CH:14][CH:15]=[CH:16][CH:17]=1)[C:6]([C:18]1[CH:23]=[CH:22][CH:21]=[CH:20][CH:19]=1)=[N:5]2, predict the reactants needed to synthesize it. The reactants are: [OH:1][C:2]1[C:3]([C:24]([NH:26][CH2:27][C:28]([O:30]CC)=[O:29])=[O:25])=[C:4]2[C:9](=[CH:10][CH:11]=1)[N:8]=[C:7]([C:12]1[CH:17]=[CH:16][CH:15]=[CH:14][CH:13]=1)[C:6]([C:18]1[CH:23]=[CH:22][CH:21]=[CH:20][CH:19]=1)=[N:5]2.[OH-].[Na+].